The task is: Predict the product of the given reaction.. This data is from Forward reaction prediction with 1.9M reactions from USPTO patents (1976-2016). (1) Given the reactants FC1C=C2C(C(I)=CN2S(C2C=CC=CC=2)(=O)=O)=CC=1.[F:21][C:22]1[CH:30]=[C:29]2[C:25]([C:26]([C:40]3[CH:41]=[N:42][N:43]([CH2:45][CH:46]([OH:50])[C:47]([NH2:49])=[O:48])[CH:44]=3)=[CH:27][N:28]2S(C2C=CC=CC=2)(=O)=O)=[CH:24][CH:23]=1, predict the reaction product. The product is: [F:21][C:22]1[CH:30]=[C:29]2[C:25]([C:26]([C:40]3[CH:41]=[N:42][N:43]([CH2:45][CH:46]([OH:50])[C:47]([NH2:49])=[O:48])[CH:44]=3)=[CH:27][NH:28]2)=[CH:24][CH:23]=1. (2) Given the reactants [N:1]1([CH2:6][C:7]23[CH2:15][CH:11]4[CH2:12][CH:13]([CH2:14]2)[C:9](C(O)=O)([CH2:10]4)[CH2:8]3)[CH:5]=[N:4][CH:3]=[N:2]1.OS(O)(=O)=O.[N-:24]=[N+]=[N-].[Na+], predict the reaction product. The product is: [N:1]1([CH2:6][C:7]23[CH2:15][CH:11]4[CH2:12][CH:13]([CH2:14]2)[C:9]([NH2:24])([CH2:10]4)[CH2:8]3)[CH:5]=[N:4][CH:3]=[N:2]1.